From a dataset of Forward reaction prediction with 1.9M reactions from USPTO patents (1976-2016). Predict the product of the given reaction. (1) Given the reactants [CH3:1][S:2][C:3]1[CH:29]=[CH:28][C:6]([CH2:7][O:8][C:9]2[CH:10]=[N:11][C:12]([N:15]3[CH2:20][CH2:19][N:18]([C:21]([O:23][C:24]([CH3:27])([CH3:26])[CH3:25])=[O:22])[CH2:17][CH2:16]3)=[N:13][CH:14]=2)=[CH:5][CH:4]=1.OO.C(=O)([O-])[OH:33].[Na+], predict the reaction product. The product is: [CH3:1][S:2]([C:3]1[CH:4]=[CH:5][C:6]([CH2:7][O:8][C:9]2[CH:10]=[N:11][C:12]([N:15]3[CH2:16][CH2:17][N:18]([C:21]([O:23][C:24]([CH3:26])([CH3:25])[CH3:27])=[O:22])[CH2:19][CH2:20]3)=[N:13][CH:14]=2)=[CH:28][CH:29]=1)=[O:33]. (2) Given the reactants [C:1]([O:6][C:7]12[CH2:16][CH:11]3[CH2:12][CH:13]([CH2:15][C:9]([OH:17])([CH2:10]3)[CH2:8]1)[CH2:14]2)(=[O:5])[C:2]([CH3:4])=[CH2:3].CC1(C)[O:24][C:23](=O)[CH:22]=[C:21]([CH3:26])[O:20]1.C, predict the reaction product. The product is: [C:1]([O:6][C:7]12[CH2:14][CH:13]3[CH2:12][CH:11]([CH2:10][C:9]([O:17][C:23](=[O:24])[CH2:22][C:21]([CH3:26])=[O:20])([CH2:15]3)[CH2:8]1)[CH2:16]2)(=[O:5])[C:2]([CH3:4])=[CH2:3]. (3) Given the reactants [NH2:1][C:2]1[CH:7]=[C:6]([Cl:8])[N:5]=[C:4]([Cl:9])[CH:3]=1.[Br:10][CH2:11][C:12](Br)=[O:13].C(N(CC)CC)C, predict the reaction product. The product is: [Br:10][CH2:11][C:12]([NH:1][C:2]1[CH:7]=[C:6]([Cl:8])[N:5]=[C:4]([Cl:9])[CH:3]=1)=[O:13]. (4) Given the reactants [F:1][C:2]1[C:3]([N+:21]([O-])=O)=[C:4]2[C:9]3=[C:10]([O:13][CH2:14][C@H:15]([CH3:16])[N:8]3[CH:7]=[C:6]([C:17]([NH2:19])=[O:18])[C:5]2=[O:20])[C:11]=1[F:12].S(S([O-])=O)([O-])=O.[Na+].[Na+].O, predict the reaction product. The product is: [NH2:21][C:3]1[C:2]([F:1])=[C:11]([F:12])[C:10]2[O:13][CH2:14][C@H:15]([CH3:16])[N:8]3[C:9]=2[C:4]=1[C:5](=[O:20])[C:6]([C:17]([NH2:19])=[O:18])=[CH:7]3. (5) Given the reactants [Br:1][C:2]1[CH:11]=[CH:10][C:5]([C:6]([O:8][CH3:9])=[O:7])=[C:4]([NH:12][C:13]([O:15][CH:16]([CH3:18])[CH3:17])=[O:14])[CH:3]=1.I[CH2:20][CH2:21][CH2:22][C:23]([O:25][CH3:26])=[O:24].C(=O)([O-])[O-].[Cs+].[Cs+].[Cl-].[NH4+], predict the reaction product. The product is: [Br:1][C:2]1[CH:11]=[CH:10][C:5]([C:6]([O:8][CH3:9])=[O:7])=[C:4]([N:12]([C:13]([O:15][CH:16]([CH3:18])[CH3:17])=[O:14])[CH2:20][CH2:21][CH2:22][C:23]([O:25][CH3:26])=[O:24])[CH:3]=1. (6) The product is: [Cl:21][C:7]1[C:6]2[C:11](=[CH:12][CH:13]=[C:4]([O:3][C:2]([F:16])([F:15])[F:1])[CH:5]=2)[N:10]=[CH:9][CH:8]=1. Given the reactants [F:1][C:2]([F:16])([F:15])[O:3][C:4]1[CH:5]=[C:6]2[C:11](=[CH:12][CH:13]=1)[NH:10][CH:9]=[CH:8][C:7]2=O.[OH-].[Na+].O=P(Cl)(Cl)[Cl:21], predict the reaction product.